Predict the product of the given reaction. From a dataset of Forward reaction prediction with 1.9M reactions from USPTO patents (1976-2016). Given the reactants [CH2:1]([N:3]([CH2:33][CH3:34])[CH2:4]/[CH:5]=[CH:6]\[C:7]1[CH:12]=[C:11]([F:13])[CH:10]=[CH:9][C:8]=1[S:14]([CH2:17][C:18]1[C:27]([C:28]([O:30]C)=[O:29])=[C:26]2[C:21]([C@H:22]3[CH2:32][C@H:23]3[CH2:24][O:25]2)=[CH:20][CH:19]=1)(=[O:16])=[O:15])[CH3:2].[OH-].[Li+], predict the reaction product. The product is: [CH2:33]([N:3]([CH2:1][CH3:2])[CH2:4]/[CH:5]=[CH:6]\[C:7]1[CH:12]=[C:11]([F:13])[CH:10]=[CH:9][C:8]=1[S:14]([CH2:17][C:18]1[C:27]([C:28]([OH:30])=[O:29])=[C:26]2[C:21]([C@H:22]3[CH2:32][C@H:23]3[CH2:24][O:25]2)=[CH:20][CH:19]=1)(=[O:15])=[O:16])[CH3:34].